The task is: Predict the reaction yield, written as a fraction of the theoretical maximum amount of product (1.0 means a 100% yield; for example, 0.34 means a 34% yield).. This data is from Reaction yield outcomes from USPTO patents with 853,638 reactions. (1) The yield is 0.306. The reactants are Br[C:2]1[CH:7]=[CH:6][CH:5]=[CH:4][C:3]=1[C@H:8]([O:10][C:11]([NH:13][C:14]1[C:15]([CH3:39])=[N:16][O:17][C:18]=1[C:19]1[CH:24]=[CH:23][C:22]([C:25]2[CH:30]=[CH:29][C:28]([C:31]3([C:34]([O:36][CH2:37][CH3:38])=[O:35])[CH2:33][CH2:32]3)=[CH:27][CH:26]=2)=[CH:21][CH:20]=1)=[O:12])[CH3:9].[CH3:40][Sn:41]([CH3:47])([CH3:46])[Sn:41]([CH3:47])([CH3:46])[CH3:40]. The product is [CH3:39][C:15]1[C:14]([NH:13][C:11]([O:10][C@@H:8]([C:3]2[CH:4]=[CH:5][CH:6]=[CH:7][C:2]=2[Sn:41]([CH3:47])([CH3:46])[CH3:40])[CH3:9])=[O:12])=[C:18]([C:19]2[CH:24]=[CH:23][C:22]([C:25]3[CH:30]=[CH:29][C:28]([C:31]4([C:34]([O:36][CH2:37][CH3:38])=[O:35])[CH2:33][CH2:32]4)=[CH:27][CH:26]=3)=[CH:21][CH:20]=2)[O:17][N:16]=1. The catalyst is O1CCOCC1.C1C=CC([P]([Pd]([P](C2C=CC=CC=2)(C2C=CC=CC=2)C2C=CC=CC=2)([P](C2C=CC=CC=2)(C2C=CC=CC=2)C2C=CC=CC=2)[P](C2C=CC=CC=2)(C2C=CC=CC=2)C2C=CC=CC=2)(C2C=CC=CC=2)C2C=CC=CC=2)=CC=1. (2) The reactants are [I-:1].[NH:2]1[C:10]2[C:5](=[CH:6][CH:7]=[CH:8][CH:9]=2)[C:4]([CH2:11][N+](C)(C)C)=[N:3]1.[C:16]1([P:22]([C:29]2[CH:34]=[CH:33][CH:32]=[CH:31][CH:30]=2)[C:23]2[CH:28]=[CH:27][CH:26]=[CH:25][CH:24]=2)[CH:21]=[CH:20][CH:19]=[CH:18][CH:17]=1.C(OCC)C. The catalyst is CN(C=O)C. The product is [I-:1].[NH:2]1[C:10]2[C:5](=[CH:6][CH:7]=[CH:8][CH:9]=2)[C:4]([CH2:11][P+:22]([C:23]2[CH:24]=[CH:25][CH:26]=[CH:27][CH:28]=2)([C:29]2[CH:34]=[CH:33][CH:32]=[CH:31][CH:30]=2)[C:16]2[CH:17]=[CH:18][CH:19]=[CH:20][CH:21]=2)=[N:3]1. The yield is 0.920. (3) The reactants are [F:1][C:2]1[CH:19]=[CH:18][C:5](/[CH:6]=[N:7]/[C:8]2[CH:16]=[CH:15][CH:14]=[C:13]3[C:9]=2[CH2:10][O:11][C:12]3=[O:17])=[CH:4][CH:3]=1.[CH3:20][N:21]1[CH:25]=[C:24]([CH:26]=O)[N:23]=[N:22]1.[CH2:28]([O-:30])[CH3:29].[Na+].C(O)C. The catalyst is C(OCC)(=O)CC. The product is [F:1][C:2]1[CH:3]=[CH:4][C:5]([CH:6]2[CH:26]([C:24]3[N:23]=[N:22][N:21]([CH3:20])[CH:25]=3)[C:28](=[O:30])[C:29]3[C:13]([C:12]([O:11][CH2:10][CH3:9])=[O:17])=[CH:14][CH:15]=[CH:16][C:8]=3[NH:7]2)=[CH:18][CH:19]=1. The yield is 0.390.